This data is from Full USPTO retrosynthesis dataset with 1.9M reactions from patents (1976-2016). The task is: Predict the reactants needed to synthesize the given product. (1) Given the product [NH2:13][C:12]1[N:8]([C:6]([O:5][C:1]([CH3:2])([CH3:3])[CH3:4])=[O:7])[N:9]=[C:10]([C:16]([O:18][CH3:19])=[O:17])[CH:11]=1, predict the reactants needed to synthesize it. The reactants are: [C:1]([O:5][C:6]([N:8]1[C:12]([N+:13]([O-])=O)=[CH:11][C:10]([C:16]([O:18][CH3:19])=[O:17])=[N:9]1)=[O:7])([CH3:4])([CH3:3])[CH3:2].[H][H]. (2) Given the product [CH2:22]([O:13][C:12]([CH2:11][CH2:10][CH2:9][O:8][C:7]1[CH:6]=[CH:5][C:4]([B:1]([OH:3])[OH:2])=[CH:16][CH:15]=1)=[O:14])[C:23]1[CH:28]=[CH:27][CH:26]=[CH:25][CH:24]=1, predict the reactants needed to synthesize it. The reactants are: [B:1]([C:4]1[CH:16]=[CH:15][C:7]([O:8][CH2:9][CH2:10][CH2:11][C:12]([OH:14])=[O:13])=[CH:6][CH:5]=1)([OH:3])[OH:2].C(=O)(O)[O-].[K+].[CH2:22](Br)[C:23]1[CH:28]=[CH:27][CH:26]=[CH:25][CH:24]=1. (3) Given the product [CH3:46][O:45][C:25]1[CH:26]=[C:27]2[C:32](=[CH:33][C:24]=1[O:23][CH2:22][CH2:21][N:18]1[CH2:19][CH2:20][NH:15][CH2:16][CH2:17]1)[N:31]=[CH:30][N:29]=[C:28]2[O:34][C:35]1[CH:36]=[C:37]2[C:41](=[CH:42][CH:43]=1)[NH:40][C:39]([CH3:44])=[CH:38]2, predict the reactants needed to synthesize it. The reactants are: C(O)(C(F)(F)F)=O.C(OC([N:15]1[CH2:20][CH2:19][N:18]([CH2:21][CH2:22][O:23][C:24]2[CH:33]=[C:32]3[C:27]([C:28]([O:34][C:35]4[CH:36]=[C:37]5[C:41](=[CH:42][CH:43]=4)[NH:40][C:39]([CH3:44])=[CH:38]5)=[N:29][CH:30]=[N:31]3)=[CH:26][C:25]=2[O:45][CH3:46])[CH2:17][CH2:16]1)=O)(C)(C)C. (4) Given the product [C:25]([O:28][CH2:29][C:30]1[N:1]=[C:2]2[N:7]([CH:32]=1)[CH:6]=[C:5]([C:8]1[CH:9]=[CH:10][C:11]3[O:16][CH2:15][C:14](=[O:17])[NH:13][C:12]=3[CH:18]=1)[CH:4]([C:19]1[CH:20]=[CH:21][CH:22]=[CH:23][CH:24]=1)[S:3]2)(=[O:27])[CH3:26], predict the reactants needed to synthesize it. The reactants are: [NH2:1][C:2]1[S:3][CH:4]([C:19]2[CH:24]=[CH:23][CH:22]=[CH:21][CH:20]=2)[C:5]([C:8]2[CH:9]=[CH:10][C:11]3[O:16][CH2:15][C:14](=[O:17])[NH:13][C:12]=3[CH:18]=2)=[CH:6][N:7]=1.[C:25]([O:28][CH2:29][C:30]([CH2:32]Cl)=O)(=[O:27])[CH3:26].C(OCC)(=O)C.C([O-])(O)=O.[Na+]. (5) The reactants are: [C:1]([CH2:3][CH2:4][O:5][C:6](=[O:21])[C:7](=[CH:11][C:12]1[CH:17]=[CH:16][C:15]([N+:18]([O-:20])=[O:19])=[CH:14][CH:13]=1)[C:8](=O)[CH3:9])#[N:2].[NH2:22]/[C:23](/[CH3:35])=[CH:24]\[C:25]([O:27][CH2:28][C:29]1[CH:34]=[CH:33][CH:32]=[CH:31][CH:30]=1)=[O:26]. Given the product [CH2:28]([O:27][C:25]([C:24]1[CH:11]([C:12]2[CH:17]=[CH:16][C:15]([N+:18]([O-:20])=[O:19])=[CH:14][CH:13]=2)[C:7]([C:6]([O:5][CH2:4][CH2:3][C:1]#[N:2])=[O:21])=[C:8]([CH3:9])[NH:22][C:23]=1[CH3:35])=[O:26])[C:29]1[CH:34]=[CH:33][CH:32]=[CH:31][CH:30]=1, predict the reactants needed to synthesize it. (6) Given the product [ClH:17].[Br:1][C:2]1[N:7]=[CH:6][C:5]([C@H:8]([NH2:10])[CH3:9])=[CH:4][CH:3]=1, predict the reactants needed to synthesize it. The reactants are: [Br:1][C:2]1[N:7]=[CH:6][C:5]([C@H:8]([NH:10]S(C(C)(C)C)=O)[CH3:9])=[CH:4][CH:3]=1.[ClH:17].O1CCOCC1.CCOCC.